This data is from Buchwald-Hartwig C-N cross coupling reaction yields with 55,370 reactions. The task is: Predict the reaction yield, written as a fraction of the theoretical maximum amount of product (1.0 means a 100% yield; for example, 0.34 means a 34% yield). (1) The reactants are COc1ccc(Br)cc1.Cc1ccc(N)cc1.O=S(=O)(O[Pd]1c2ccccc2-c2ccccc2N~1)C(F)(F)F.CC(C)c1cc(C(C)C)c(-c2ccccc2P(C(C)(C)C)C(C)(C)C)c(C(C)C)c1.CCN=P(N=P(N(C)C)(N(C)C)N(C)C)(N(C)C)N(C)C.CCOC(=O)c1ccon1. No catalyst specified. The product is COc1ccc(Nc2ccc(C)cc2)cc1. The yield is 0.00801. (2) The reactants are Ic1ccccn1.Cc1ccc(N)cc1.O=S(=O)(O[Pd]1c2ccccc2-c2ccccc2N~1)C(F)(F)F.CC(C)c1cc(C(C)C)c(-c2ccccc2P(C(C)(C)C)C(C)(C)C)c(C(C)C)c1.CN(C)C(=NC(C)(C)C)N(C)C.c1ccc(-c2cnoc2)cc1. No catalyst specified. The product is Cc1ccc(Nc2ccccn2)cc1. The yield is 0.851. (3) The reactants are Brc1ccccn1.Cc1ccc(N)cc1.O=S(=O)(O[Pd]1c2ccccc2-c2ccccc2N~1)C(F)(F)F.COc1ccc(OC)c(P(C(C)(C)C)C(C)(C)C)c1-c1c(C(C)C)cc(C(C)C)cc1C(C)C.CN1CCCN2CCCN=C12.c1ccc(-c2cnoc2)cc1. No catalyst specified. The product is Cc1ccc(Nc2ccccn2)cc1. The yield is 0.715. (4) The reactants are FC(F)(F)c1ccc(I)cc1.Cc1ccc(N)cc1.O=S(=O)(O[Pd]1c2ccccc2-c2ccccc2N~1)C(F)(F)F.COc1ccc(OC)c(P([C@]23C[C@H]4C[C@H](C[C@H](C4)C2)C3)[C@]23C[C@H]4C[C@H](C[C@H](C4)C2)C3)c1-c1c(C(C)C)cc(C(C)C)cc1C(C)C.CCN=P(N=P(N(C)C)(N(C)C)N(C)C)(N(C)C)N(C)C.Fc1cccc(F)c1-c1ccno1. No catalyst specified. The product is Cc1ccc(Nc2ccc(C(F)(F)F)cc2)cc1. The yield is 0.108. (5) The reactants are FC(F)(F)c1ccc(Br)cc1.Cc1ccc(N)cc1.O=S(=O)(O[Pd]1c2ccccc2-c2ccccc2N~1)C(F)(F)F.CC(C)c1cc(C(C)C)c(-c2ccccc2P(C(C)(C)C)C(C)(C)C)c(C(C)C)c1.CN1CCCN2CCCN=C12.Fc1cccc(F)c1-c1ccno1. No catalyst specified. The product is Cc1ccc(Nc2ccc(C(F)(F)F)cc2)cc1. The yield is 0.401. (6) The reactants are Ic1ccccn1.Cc1ccc(N)cc1.O=S(=O)(O[Pd]1c2ccccc2-c2ccccc2N~1)C(F)(F)F.CC(C)c1cc(C(C)C)c(-c2ccccc2P(C2CCCCC2)C2CCCCC2)c(C(C)C)c1.CN1CCCN2CCCN=C12.CCOC(=O)c1ccon1. No catalyst specified. The product is Cc1ccc(Nc2ccccn2)cc1. The yield is 0.591. (7) The reactants are Ic1cccnc1.Cc1ccc(N)cc1.O=S(=O)(O[Pd]1c2ccccc2-c2ccccc2N~1)C(F)(F)F.CC(C)c1cc(C(C)C)c(-c2ccccc2P(C2CCCCC2)C2CCCCC2)c(C(C)C)c1.CCN=P(N=P(N(C)C)(N(C)C)N(C)C)(N(C)C)N(C)C.CCOC(=O)c1cc(C)no1. No catalyst specified. The product is Cc1ccc(Nc2cccnc2)cc1. The yield is 0.487. (8) The reactants are FC(F)(F)c1ccc(Br)cc1.Cc1ccc(N)cc1.O=S(=O)(O[Pd]1c2ccccc2-c2ccccc2N~1)C(F)(F)F.CC(C)c1cc(C(C)C)c(-c2ccccc2P(C2CCCCC2)C2CCCCC2)c(C(C)C)c1.CN1CCCN2CCCN=C12.CCOC(=O)c1cnoc1. No catalyst specified. The product is Cc1ccc(Nc2ccc(C(F)(F)F)cc2)cc1. The yield is 0.214.